This data is from Reaction yield outcomes from USPTO patents with 853,638 reactions. The task is: Predict the reaction yield, written as a fraction of the theoretical maximum amount of product (1.0 means a 100% yield; for example, 0.34 means a 34% yield). The reactants are [NH2:1][C:2]1[CH:7]=[C:6]([OH:8])[CH:5]=[CH:4][C:3]=1[CH2:9][CH2:10][Cl:11].[N+:12]([C:15]1[CH:16]=[C:17]2[C:21](=[CH:22][CH:23]=1)[NH:20][C:19]([C:24](O)=[O:25])=[CH:18]2)([O-:14])=[O:13].CCN=C=NCCCN(C)C. The product is [Cl:11][CH2:10][CH2:9][C:3]1[CH:4]=[CH:5][C:6]([OH:8])=[CH:7][C:2]=1[NH:1][C:24]([C:19]1[NH:20][C:21]2[C:17]([CH:18]=1)=[CH:16][C:15]([N+:12]([O-:14])=[O:13])=[CH:23][CH:22]=2)=[O:25]. The yield is 0.140. The catalyst is CN(C=O)C.